Dataset: Forward reaction prediction with 1.9M reactions from USPTO patents (1976-2016). Task: Predict the product of the given reaction. Given the reactants [N:1]([CH2:4][C:5]([C:8]1[CH:13]=[CH:12][C:11]([CH3:14])=[CH:10][N:9]=1)([F:7])[F:6])=[N+]=[N-], predict the reaction product. The product is: [F:7][C:5]([F:6])([C:8]1[CH:13]=[CH:12][C:11]([CH3:14])=[CH:10][N:9]=1)[CH2:4][NH2:1].